From a dataset of Reaction yield outcomes from USPTO patents with 853,638 reactions. Predict the reaction yield, written as a fraction of the theoretical maximum amount of product (1.0 means a 100% yield; for example, 0.34 means a 34% yield). (1) The product is [C:1]([O:5][C:6](=[O:24])[NH:7][CH:8]1[CH2:9][CH2:10][N:11]([C:14]2[CH:19]=[C:18]([O:25][CH2:26][CH2:27][N:28]3[CH2:33][CH2:32][O:31][CH2:30][CH2:29]3)[C:17]([C:21]#[N:22])=[C:16]([F:23])[CH:15]=2)[CH2:12][CH2:13]1)([CH3:2])([CH3:4])[CH3:3]. The yield is 0.610. The reactants are [C:1]([O:5][C:6](=[O:24])[NH:7][CH:8]1[CH2:13][CH2:12][N:11]([C:14]2[CH:19]=[C:18](F)[C:17]([C:21]#[N:22])=[C:16]([F:23])[CH:15]=2)[CH2:10][CH2:9]1)([CH3:4])([CH3:3])[CH3:2].[OH:25][CH2:26][CH2:27][N:28]1[CH2:33][CH2:32][O:31][CH2:30][CH2:29]1.C[Si]([N-][Si](C)(C)C)(C)C.[Na+]. The catalyst is C1COCC1. (2) The reactants are CN(P([N:9]([CH3:11])C)(N(C)C)=O)C.[Li+].[CH3:13][CH:14]([N-]C(C)C)[CH3:15].Cl[CH2:21][C:22]1[C:31]2[C:26](=[CH:27][CH:28]=[CH:29][CH:30]=2)[CH:25]=[CH:24][CH:23]=1.[CH2:32]1[CH2:36]O[CH2:34][CH2:33]1. No catalyst specified. The product is [C:22]1([CH2:21][CH2:34][C:33]2[CH:15]=[CH:14][CH:13]=[CH:36][C:32]=2[C:11]#[N:9])[C:31]2[C:26](=[CH:27][CH:28]=[CH:29][CH:30]=2)[CH:25]=[CH:24][CH:23]=1. The yield is 0.470. (3) The reactants are [Cl:1][C:2]1[CH:3]=[C:4]([S:8]([N:11]2[C:15]([C:16]3[C:17]([F:22])=[N:18][CH:19]=[CH:20][CH:21]=3)=[C:14]([F:23])[C:13]([CH2:24][N:25](C)[C:26](=O)OC(C)(C)C)=[CH:12]2)(=[O:10])=[O:9])[CH:5]=[N:6][CH:7]=1.C(OCC)(=O)C.Cl. The catalyst is C(OCC)(=O)C.CC(O)C. The product is [ClH:1].[Cl:1][C:2]1[CH:3]=[C:4]([S:8]([N:11]2[C:15]([C:16]3[C:17]([F:22])=[N:18][CH:19]=[CH:20][CH:21]=3)=[C:14]([F:23])[C:13]([CH2:24][NH:25][CH3:26])=[CH:12]2)(=[O:9])=[O:10])[CH:5]=[N:6][CH:7]=1. The yield is 0.950. (4) The reactants are [NH2:1][CH:2]1[CH2:5][N:4]([C:6]([C:8]2[CH:9]=[C:10]([CH:23]=[CH:24][C:25]=2[F:26])[CH2:11][C:12]2[C:21]3[C:16](=[CH:17][CH:18]=[CH:19][CH:20]=3)[C:15](=[O:22])[NH:14][N:13]=2)=[O:7])[CH2:3]1.[CH:27]1([CH2:30][CH:31]=O)[CH2:29][CH2:28]1.C(O[BH-](OC(=O)C)OC(=O)C)(=O)C.[Na+]. No catalyst specified. The product is [CH:27]1([CH2:30][CH2:31][NH:1][CH:2]2[CH2:3][N:4]([C:6]([C:8]3[CH:9]=[C:10]([CH:23]=[CH:24][C:25]=3[F:26])[CH2:11][C:12]3[C:21]4[C:16](=[CH:17][CH:18]=[CH:19][CH:20]=4)[C:15](=[O:22])[NH:14][N:13]=3)=[O:7])[CH2:5]2)[CH2:29][CH2:28]1. The yield is 0.690. (5) The reactants are [Cl:1][C:2]1[N:11]=[C:10]([N:12]2[CH2:17][CH2:16][O:15][CH2:14][CH2:13]2)[C:9]2[C:4](=[CH:5][C:6]([C:18]3[O:22][C:21]([CH:23]=[O:24])=[CH:20][CH:19]=3)=[CH:7][CH:8]=2)[N:3]=1.[C-]#N.[Na+].[CH3:28][OH:29]. The yield is 0.790. The catalyst is C(Cl)(Cl)Cl.[O-2].[Mn+4].[O-2]. The product is [Cl:1][C:2]1[N:11]=[C:10]([N:12]2[CH2:13][CH2:14][O:15][CH2:16][CH2:17]2)[C:9]2[C:4](=[CH:5][C:6]([C:18]3[O:22][C:21]([C:23]([O:29][CH3:28])=[O:24])=[CH:20][CH:19]=3)=[CH:7][CH:8]=2)[N:3]=1.